Dataset: Full USPTO retrosynthesis dataset with 1.9M reactions from patents (1976-2016). Task: Predict the reactants needed to synthesize the given product. (1) Given the product [CH2:1]([O:3][C:4]([C:6]1[C:14]2[C:9](=[CH:10][CH:11]=[C:12]([O:15][C:16]3[CH:21]=[CH:20][C:19]([NH2:22])=[CH:18][N:17]=3)[CH:13]=2)[N:8]([C:23]2[CH:28]=[CH:27][C:26]([O:29][CH:30]([CH3:32])[CH3:31])=[CH:25][CH:24]=2)[C:7]=1[CH2:33][C:34]([OH:36])=[O:35])=[O:5])[CH3:2], predict the reactants needed to synthesize it. The reactants are: [CH2:1]([O:3][C:4]([C:6]1[C:14]2[C:9](=[CH:10][CH:11]=[C:12]([O:15][C:16]3[CH:21]=[CH:20][C:19]([NH2:22])=[CH:18][N:17]=3)[CH:13]=2)[N:8]([C:23]2[CH:28]=[CH:27][C:26]([O:29][CH:30]([CH3:32])[CH3:31])=[CH:25][CH:24]=2)[C:7]=1[CH2:33][C:34]([O:36]CC)=[O:35])=[O:5])[CH3:2].[OH-].[Na+].Cl. (2) The reactants are: [ClH:1].[N:2]1([CH2:8][CH2:9][N:10]2[CH2:15][C:14]3[CH:16]=[C:17](/[CH:20]=[CH:21]/[C:22](O)=[O:23])[CH:18]=[N:19][C:13]=3[NH:12][C:11]2=[O:25])[CH2:7][CH2:6][O:5][CH2:4][CH2:3]1.Cl.CN1CC2C=C(/C=C/C(O)=O)C=NC=2NC(=O)C1.[CH3:45][NH:46][CH2:47][C:48]1[C:57]2[C:52](=[CH:53][CH:54]=[CH:55][CH:56]=2)[C:51]([CH3:58])=[CH:50][CH:49]=1.CNCC1C=CC2C(=CC=CC=2)C=1CCC. Given the product [ClH:1].[CH3:45][N:46]([CH2:47][C:48]1[C:57]2[C:52](=[CH:53][CH:54]=[CH:55][CH:56]=2)[C:51]([CH3:58])=[CH:50][CH:49]=1)[C:22](=[O:23])/[CH:21]=[CH:20]/[C:17]1[CH:18]=[N:19][C:13]2[NH:12][C:11](=[O:25])[N:10]([CH2:9][CH2:8][N:2]3[CH2:7][CH2:6][O:5][CH2:4][CH2:3]3)[CH2:15][C:14]=2[CH:16]=1, predict the reactants needed to synthesize it. (3) Given the product [NH2:56][C:53]1[CH:54]=[CH:55][C:50]([C:48]2[CH2:49][C@@H:43]3[N:44]([CH:47]=2)[C:45](=[O:46])[C:39]2[CH:38]=[C:37]([O:67][CH3:68])[C:36]([O:35][CH2:34][CH2:33][CH2:32][O:31][C:26]4[C:27]([O:29][CH3:30])=[CH:28][C:12]5[C:11](=[O:69])[N:10]6[CH:70]=[C:7]([C:25]7[CH:13]=[CH:12][C:28]8[O:73][CH2:30][O:29][C:27]=8[CH:26]=7)[CH2:8][C@H:9]6[C:15](=[O:16])[N:14]([CH2:17][O:18][CH2:19][CH2:20][Si:21]([CH3:22])([CH3:23])[CH3:24])[C:13]=5[CH:25]=4)=[CH:66][C:40]=2[N:41]([CH2:58][O:59][CH2:60][CH2:61][Si:62]([CH3:64])([CH3:65])[CH3:63])[C:42]3=[O:57])=[CH:51][CH:52]=1, predict the reactants needed to synthesize it. The reactants are: FC(F)(F)S(O[C:7]1[CH2:8][C@H:9]2[C:15](=[O:16])[N:14]([CH2:17][O:18][CH2:19][CH2:20][Si:21]([CH3:24])([CH3:23])[CH3:22])[C:13]3[CH:25]=[C:26]([O:31][CH2:32][CH2:33][CH2:34][O:35][C:36]4[C:37]([O:67][CH3:68])=[CH:38][C:39]5[C:45](=[O:46])[N:44]6[CH:47]=[C:48]([C:50]7[CH:55]=[CH:54][C:53]([NH2:56])=[CH:52][CH:51]=7)[CH2:49][C@H:43]6[C:42](=[O:57])[N:41]([CH2:58][O:59][CH2:60][CH2:61][Si:62]([CH3:65])([CH3:64])[CH3:63])[C:40]=5[CH:66]=4)[C:27]([O:29][CH3:30])=[CH:28][C:12]=3[C:11](=[O:69])[N:10]2[CH:70]=1)(=O)=O.[OH2:73]. (4) Given the product [C:1]([O:4][C:5]1[CH:6]=[CH:7][C:8]([C:11]2[N:12]=[C:13]([CH2:18][C:19]3[CH:24]=[CH:23][CH:22]=[CH:21][CH:20]=3)[C:14]([N:17]([S:39]([CH2:32][C:31]3[CH:30]=[CH:35][CH:34]=[CH:33][CH:38]=3)(=[O:41])=[O:40])[S:39]([CH2:32][C:33]3[CH:38]=[CH:37][CH:36]=[CH:35][CH:34]=3)(=[O:41])=[O:40])=[N:15][CH:16]=2)=[CH:9][CH:10]=1)(=[O:3])[CH3:2], predict the reactants needed to synthesize it. The reactants are: [C:1]([O:4][C:5]1[CH:10]=[CH:9][C:8]([C:11]2[N:12]=[C:13]([CH2:18][C:19]3[CH:24]=[CH:23][CH:22]=[CH:21][CH:20]=3)[C:14]([NH2:17])=[N:15][CH:16]=2)=[CH:7][CH:6]=1)(=[O:3])[CH3:2].C(N([CH2:30][CH3:31])CC)C.[CH2:32]([S:39](Cl)(=[O:41])=[O:40])[C:33]1[CH:38]=[CH:37][CH:36]=[CH:35][CH:34]=1.Cl. (5) Given the product [C:1]([NH:5][C:6]1[N:15]([CH3:16])[C:14](=[O:17])[C:13]2[C:8](=[C:9]([C:79]3[CH:80]=[C:81]4[C:86](=[O:87])[N:85]([CH2:88][C:89]5[CH:94]=[CH:93][C:92]([O:95][CH3:96])=[CH:91][C:90]=5[O:97][CH3:98])[CH2:84][CH2:83][N:82]4[CH:99]=3)[CH:10]=[CH:11][CH:12]=2)[N:7]=1)([CH3:4])([CH3:3])[CH3:2], predict the reactants needed to synthesize it. The reactants are: [C:1]([NH:5][C:6]1[N:15]([CH3:16])[C:14](=[O:17])[C:13]2[C:8](=[C:9](I)[CH:10]=[CH:11][CH:12]=2)[N:7]=1)([CH3:4])([CH3:3])[CH3:2].CC([O-])=O.[K+].C(NC1N(C)C(=O)C2C(=C(B(O)O)C=CC=2)N=1)(C)(C)C.C1(P(C2CCCCC2)C2C=CC=CC=2C2C(C(C)C)=CC(C(C)C)=CC=2C(C)C)CCCCC1.Br[C:79]1[CH:80]=[C:81]2[C:86](=[O:87])[N:85]([CH2:88][C:89]3[CH:94]=[CH:93][C:92]([O:95][CH3:96])=[CH:91][C:90]=3[O:97][CH3:98])[CH2:84][CH2:83][N:82]2[CH:99]=1.[O-]P([O-])([O-])=O.[K+].[K+].[K+].